Dataset: Full USPTO retrosynthesis dataset with 1.9M reactions from patents (1976-2016). Task: Predict the reactants needed to synthesize the given product. The reactants are: [F:1][C:2]1[CH:7]=[CH:6][C:5](/[C:8](/[C:25]2[CH:30]=[CH:29][C:28](I)=[CH:27][CH:26]=2)=[CH:9]/[CH2:10][O:11][C:12]2[CH:23]=[CH:22][C:15]([O:16][CH2:17][C:18]([O:20][CH3:21])=[O:19])=[C:14]([CH3:24])[CH:13]=2)=[CH:4][CH:3]=1.C(N(CC)CC)C.[C:39]([C:41]1[CH:46]=[CH:45][CH:44]=[CH:43][N:42]=1)#[CH:40]. Given the product [F:1][C:2]1[CH:7]=[CH:6][C:5](/[C:8](/[C:25]2[CH:30]=[CH:29][C:28]([C:40]#[C:39][C:41]3[CH:46]=[CH:45][CH:44]=[CH:43][N:42]=3)=[CH:27][CH:26]=2)=[CH:9]/[CH2:10][O:11][C:12]2[CH:23]=[CH:22][C:15]([O:16][CH2:17][C:18]([O:20][CH3:21])=[O:19])=[C:14]([CH3:24])[CH:13]=2)=[CH:4][CH:3]=1, predict the reactants needed to synthesize it.